This data is from Cav3 T-type calcium channel HTS with 100,875 compounds. The task is: Binary Classification. Given a drug SMILES string, predict its activity (active/inactive) in a high-throughput screening assay against a specified biological target. (1) The compound is s1c2c(n(c(C(=O)N3CCCc4c3cccc4)c2)Cc2ccc(F)cc2)cc1. The result is 1 (active). (2) The drug is S=C(N1CCC(NC(=O)c2cc(ccc2)C)CC1)NCc1occc1. The result is 0 (inactive). (3) The molecule is S(=O)(=O)(N1CCCCC1)c1cc(ccc1)C(=O)NCc1sccc1. The result is 0 (inactive).